Dataset: Ames mutagenicity test results for genotoxicity prediction. Task: Regression/Classification. Given a drug SMILES string, predict its toxicity properties. Task type varies by dataset: regression for continuous values (e.g., LD50, hERG inhibition percentage) or binary classification for toxic/non-toxic outcomes (e.g., AMES mutagenicity, cardiotoxicity, hepatotoxicity). Dataset: ames. (1) The drug is N#Cc1ccc(/C=C/c2ccc([N+](=O)[O-])cc2)cc1. The result is 1 (mutagenic). (2) The compound is CC1(C(=O)NCc2ccccc2)CO1. The result is 1 (mutagenic). (3) The compound is COC1=CC(=O)c2[nH]c(C)c3c4ccccc4nc-3c2C1=O. The result is 1 (mutagenic). (4) The molecule is CN(CC(=O)NN)c1ccc2ccccc2c1. The result is 0 (non-mutagenic). (5) The drug is Cc1cc(O)c2c(c1)C(=O)c1cc(O[C@@H]3O[C@H](C)[C@@H](O)[C@H](O)[C@H]3O)cc(O)c1C2=O. The result is 1 (mutagenic). (6) The drug is CN(N=O)C(=O)Oc1cccc2ccccc12. The result is 1 (mutagenic). (7) The compound is C/C=C(C(=C/C)/c1ccc(O)cc1)\c1ccc(O)cc1. The result is 0 (non-mutagenic).